From a dataset of Reaction yield outcomes from USPTO patents with 853,638 reactions. Predict the reaction yield, written as a fraction of the theoretical maximum amount of product (1.0 means a 100% yield; for example, 0.34 means a 34% yield). The reactants are [ClH:1].[CH2:2]([C:6]1[N:7]=[C:8]([NH2:11])[NH:9][CH:10]=1)[CH2:3][C:4]#[CH:5].[N:12]([CH2:15][C:16]1[NH:20][C:19]2[CH:21]=[CH:22][CH:23]=[CH:24][C:18]=2[N:17]=1)=[N+:13]=[N-:14]. No catalyst specified. The product is [ClH:1].[ClH:1].[NH:17]1[C:18]2[CH:24]=[CH:23][CH:22]=[CH:21][C:19]=2[N:20]=[C:16]1[CH2:15][N:12]1[CH:5]=[C:4]([CH2:3][CH2:2][C:6]2[N:7]=[C:8]([NH2:11])[NH:9][CH:10]=2)[N:14]=[N:13]1. The yield is 0.480.